Predict which catalyst facilitates the given reaction. From a dataset of Catalyst prediction with 721,799 reactions and 888 catalyst types from USPTO. Reactant: [NH2:1][C@H:2]([CH2:7][CH3:8])[C:3]([O:5][CH3:6])=[O:4].[C:9]1(=O)[CH2:12][CH2:11][CH2:10]1.C([O-])(=O)C.[Na+].C(O[BH-](OC(=O)C)OC(=O)C)(=O)C.[Na+].C(=O)(O)[O-].[Na+]. Product: [CH:9]1([NH:1][C@H:2]([CH2:7][CH3:8])[C:3]([O:5][CH3:6])=[O:4])[CH2:12][CH2:11][CH2:10]1. The catalyst class is: 4.